This data is from Reaction yield outcomes from USPTO patents with 853,638 reactions. The task is: Predict the reaction yield, written as a fraction of the theoretical maximum amount of product (1.0 means a 100% yield; for example, 0.34 means a 34% yield). (1) The reactants are [Br:1][C:2]1[CH:9]=[CH:8][CH:7]=[C:6]([OH:10])[C:3]=1[CH:4]=[O:5].[BH4-].[Na+]. The catalyst is C1COCC1.CO. The product is [Br:1][C:2]1[C:3]([CH2:4][OH:5])=[C:6]([OH:10])[CH:7]=[CH:8][CH:9]=1. The yield is 0.600. (2) The reactants are Cl[C:2]1[CH:7]=[C:6]([I:8])[CH:5]=[CH:4][N:3]=1.[C:9](#[N:13])[CH:10]([CH3:12])[CH3:11].C[Si]([N-][Si](C)(C)C)(C)C.NC1N=CC(C2C=CN=C(C3(C#N)CCOCC3)C=2)=NC=1C1ON=C(C2C=CC(CNC)=CC=2)C=1. The catalyst is C1(C)C=CC=CC=1.C(OCC)(=O)C. The product is [I:8][C:6]1[CH:5]=[CH:4][N:3]=[C:2]([C:10]([CH3:12])([CH3:11])[C:9]#[N:13])[CH:7]=1. The yield is 0.650. (3) The reactants are [Cl-].[Cl:2][C:3]1[CH:10]=[CH:9][CH:8]=[CH:7][C:4]=1[CH2:5][Zn+].C1COCC1.[O:16]1[C:20]2[CH:21]=[CH:22][C:23]([C:25]3([C:28]([NH:30][C:31]4[CH:36]=[N:35][C:34](Br)=[CH:33][N:32]=4)=[O:29])[CH2:27][CH2:26]3)=[CH:24][C:19]=2[O:18][CH2:17]1. The catalyst is C1C=CC(P(C2C=CC=CC=2)[C-]2C=CC=C2)=CC=1.C1C=CC(P(C2C=CC=CC=2)[C-]2C=CC=C2)=CC=1.Cl[Pd]Cl.[Fe+2]. The product is [O:16]1[C:20]2[CH:21]=[CH:22][C:23]([C:25]3([C:28]([NH:30][C:31]4[CH:36]=[N:35][C:34]([CH2:5][C:4]5[CH:7]=[CH:8][CH:9]=[CH:10][C:3]=5[Cl:2])=[CH:33][N:32]=4)=[O:29])[CH2:27][CH2:26]3)=[CH:24][C:19]=2[O:18][CH2:17]1. The yield is 0.390. (4) The reactants are [Cl:1][C:2]1[CH:22]=[CH:21][C:5]([CH2:6][N:7]2[C:12](SCC)=[N:11][C:10](=[O:16])[N:9]([CH:17]([CH3:19])[CH3:18])[C:8]2=[O:20])=[CH:4][CH:3]=1.[Cl:23][C:24]1[CH:25]=[C:26]([CH:28]=[CH:29][C:30]=1[O:31][CH:32]([CH3:34])[CH3:33])[NH2:27].C(=O)(O)[O-].[Na+]. The catalyst is C(O)(=O)C. The product is [Cl:23][C:24]1[CH:25]=[C:26]([NH:27][C:12]2[N:7]([CH2:6][C:5]3[CH:4]=[CH:3][C:2]([Cl:1])=[CH:22][CH:21]=3)[C:8](=[O:20])[N:9]([CH:17]([CH3:18])[CH3:19])[C:10](=[O:16])[N:11]=2)[CH:28]=[CH:29][C:30]=1[O:31][CH:32]([CH3:33])[CH3:34]. The yield is 0.730. (5) The reactants are [F-].[Cs+].Br[C:4]1[N:9]=[C:8]2[N:10]([CH2:13][C:14]3[CH:15]=[C:16]4[C:21](=[CH:22][CH:23]=3)[N:20]=[CH:19][CH:18]=[CH:17]4)[N:11]=[N:12][C:7]2=[N:6][CH:5]=1.CC1(C)C(C)(C)OB([C:32]2[CH:33]=[N:34][N:35](C(OC(C)(C)C)=O)[CH:36]=2)O1.C(Cl)Cl. The catalyst is C1C=CC(P(C2C=CC=CC=2)[C-]2C=CC=C2)=CC=1.C1C=CC(P(C2C=CC=CC=2)[C-]2C=CC=C2)=CC=1.Cl[Pd]Cl.[Fe+2].O.COCCOC. The product is [NH:34]1[CH:33]=[C:32]([C:4]2[N:9]=[C:8]3[N:10]([CH2:13][C:14]4[CH:15]=[C:16]5[C:21](=[CH:22][CH:23]=4)[N:20]=[CH:19][CH:18]=[CH:17]5)[N:11]=[N:12][C:7]3=[N:6][CH:5]=2)[CH:36]=[N:35]1. The yield is 0.620. (6) The reactants are [BH4-].[Na+].Br.[Br:4][C:5]1[S:13][C:8]2[CH2:9][NH:10][CH2:11][CH2:12][C:7]=2[CH:6]=1.[C:14](O)(=O)[CH3:15]. The catalyst is O1CCCC1. The product is [Br:4][C:5]1[S:13][C:8]2[CH2:9][N:10]([CH2:14][CH3:15])[CH2:11][CH2:12][C:7]=2[CH:6]=1. The yield is 0.960.